Dataset: Reaction yield outcomes from USPTO patents with 853,638 reactions. Task: Predict the reaction yield, written as a fraction of the theoretical maximum amount of product (1.0 means a 100% yield; for example, 0.34 means a 34% yield). (1) The reactants are [Cl:1][C:2]1[CH:3]=[C:4]([C:17]#[C:18][Si](C)(C)C)[CH:5]=[C:6]2[C:10]=1[C:9](=[O:11])[N:8]([C@H:12]([CH:14]1[CH2:16][CH2:15]1)[CH3:13])[CH2:7]2.[OH-].[K+]. The catalyst is C(O)C.O. The product is [Cl:1][C:2]1[CH:3]=[C:4]([C:17]#[CH:18])[CH:5]=[C:6]2[C:10]=1[C:9](=[O:11])[N:8]([C@H:12]([CH:14]1[CH2:16][CH2:15]1)[CH3:13])[CH2:7]2. The yield is 0.697. (2) The reactants are [NH2:1][C@H:2]([C:4]1[N:9]([C:10]2[CH:15]=[CH:14][CH:13]=[CH:12][CH:11]=2)[C:8](=[O:16])[C:7]2=[C:17]([CH3:20])[CH:18]=[CH:19][N:6]2[N:5]=1)[CH3:3].[NH2:21][C:22]1[C:27]([C:28]([NH:30][C:31]2[CH:36]=[CH:35][CH:34]=[CH:33][C:32]=2[O:37][CH3:38])=[O:29])=[C:26](Cl)[N:25]=[CH:24][N:23]=1.CCN(C(C)C)C(C)C.[F-].[Cs+]. The catalyst is C(O)(C)(C)C. The product is [NH2:21][C:22]1[C:27]([C:28]([NH:30][C:31]2[CH:36]=[CH:35][CH:34]=[CH:33][C:32]=2[O:37][CH3:38])=[O:29])=[C:26]([NH:1][C@H:2]([C:4]2[N:9]([C:10]3[CH:15]=[CH:14][CH:13]=[CH:12][CH:11]=3)[C:8](=[O:16])[C:7]3=[C:17]([CH3:20])[CH:18]=[CH:19][N:6]3[N:5]=2)[CH3:3])[N:25]=[CH:24][N:23]=1. The yield is 0.370.